The task is: Predict which catalyst facilitates the given reaction.. This data is from Catalyst prediction with 721,799 reactions and 888 catalyst types from USPTO. (1) Reactant: [Si:1]([O:8][CH2:9][C:10]1([CH3:30])[S:16][CH2:15][CH2:14][N:13]2[C:17]([C:20]3([C:23]4[CH:28]=[CH:27][C:26](Cl)=[CH:25][CH:24]=4)[CH2:22][CH2:21]3)=[N:18][N:19]=[C:12]2[CH2:11]1)([C:4]([CH3:7])([CH3:6])[CH3:5])([CH3:3])[CH3:2].[C:31]1(B(O)O)[CH:36]=[CH:35][CH:34]=[CH:33][CH:32]=1.C1(P(C2CCCCC2)C2CCCCC2)CCCCC1.P([O-])([O-])([O-])=O.[K+].[K+].[K+].C(=O)([O-])O.[Na+]. Product: [C:26]1([C:31]2[CH:36]=[CH:35][CH:34]=[CH:33][CH:32]=2)[CH:27]=[CH:28][C:23]([C:20]2([C:17]3[N:13]4[CH2:14][CH2:15][S:16][C:10]([CH2:9][O:8][Si:1]([C:4]([CH3:7])([CH3:6])[CH3:5])([CH3:3])[CH3:2])([CH3:30])[CH2:11][C:12]4=[N:19][N:18]=3)[CH2:22][CH2:21]2)=[CH:24][CH:25]=1. The catalyst class is: 333. (2) Reactant: [CH2:1]([O:8][C:9]1[C:17]([O:18][CH3:19])=[CH:16][C:12]([CH:13]=[N:14]O)=[C:11]([I:20])[CH:10]=1)[C:2]1[CH:7]=[CH:6][CH:5]=[CH:4][CH:3]=1.C(N(CC)CC)C.FC(F)(F)C(OC(=O)C(F)(F)F)=O.Cl. Product: [CH2:1]([O:8][C:9]1[C:17]([O:18][CH3:19])=[CH:16][C:12]([C:13]#[N:14])=[C:11]([I:20])[CH:10]=1)[C:2]1[CH:3]=[CH:4][CH:5]=[CH:6][CH:7]=1. The catalyst class is: 362.